This data is from Catalyst prediction with 721,799 reactions and 888 catalyst types from USPTO. The task is: Predict which catalyst facilitates the given reaction. (1) Reactant: [Cl:1][C:2]1[CH:3]=[C:4]([C@@H:12]([CH2:21][CH:22]2[CH2:26][CH2:25][CH2:24][CH2:23]2)[C:13]([NH:15][C:16]2[CH:20]=[CH:19][NH:18][N:17]=2)=[O:14])[CH:5]=[CH:6][C:7]=1[S:8]([CH3:11])(=[O:10])=[O:9].[CH3:27][N:28]=[C:29]=[O:30].N1C=CC=N1. Product: [CH3:27][NH:28][C:29]([N:18]1[CH:19]=[CH:20][C:16]([NH:15][C:13](=[O:14])[C@@H:12]([C:4]2[CH:5]=[CH:6][C:7]([S:8]([CH3:11])(=[O:10])=[O:9])=[C:2]([Cl:1])[CH:3]=2)[CH2:21][CH:22]2[CH2:23][CH2:24][CH2:25][CH2:26]2)=[N:17]1)=[O:30]. The catalyst class is: 42. (2) Reactant: [NH2:1][C:2]1[CH:7]=[CH:6][C:5]([C:8]2[N:9]([CH2:21][CH3:22])[C:10]3[C:15]([C:16]=2[C:17]#[N:18])=[CH:14][CH:13]=[C:12]([O:19][CH3:20])[CH:11]=3)=[CH:4][CH:3]=1.Cl[C:24]1[C:33]2[C:28](=[CH:29][CH:30]=[CH:31][CH:32]=2)[N:27]=[C:26]([C:34]2[CH:39]=[CH:38][CH:37]=[CH:36][CH:35]=2)[N:25]=1.C(N(C(C)C)CC)(C)C. Product: [CH2:21]([N:9]1[C:10]2[C:15](=[CH:14][CH:13]=[C:12]([O:19][CH3:20])[CH:11]=2)[C:16]([C:17]#[N:18])=[C:8]1[C:5]1[CH:4]=[CH:3][C:2]([NH:1][C:24]2[C:33]3[C:28](=[CH:29][CH:30]=[CH:31][CH:32]=3)[N:27]=[C:26]([C:34]3[CH:39]=[CH:38][CH:37]=[CH:36][CH:35]=3)[N:25]=2)=[CH:7][CH:6]=1)[CH3:22]. The catalyst class is: 8. (3) Reactant: [Cl:1][C:2]1[CH:3]=[C:4]([CH2:17][C:18]([OH:20])=O)[CH:5]=[CH:6][C:7]=1[O:8][C:9]1[N:13]([CH3:14])[N:12]=[C:11]([CH3:15])[C:10]=1[CH3:16].[CH2:21]([S:26]([NH2:29])(=[O:28])=[O:27])[CH2:22][CH2:23][CH2:24][CH3:25].CC1C=CC=C([N+]([O-])=O)C=1C(OC(=O)C1C([N+]([O-])=O)=CC=CC=1C)=O.C(N(CC)CC)C. Product: [Cl:1][C:2]1[CH:3]=[C:4]([CH2:17][C:18]([NH:29][S:26]([CH2:21][CH2:22][CH2:23][CH2:24][CH3:25])(=[O:28])=[O:27])=[O:20])[CH:5]=[CH:6][C:7]=1[O:8][C:9]1[N:13]([CH3:14])[N:12]=[C:11]([CH3:15])[C:10]=1[CH3:16]. The catalyst class is: 10. (4) Reactant: Cl.[O:2]=[C:3]1[CH:8]([N:9]2[C:17](=[O:18])[C:16]3[C:11](=[CH:12][CH:13]=[CH:14][C:15]=3[CH2:19][NH:20][CH3:21])[C:10]2=[O:22])[CH2:7][CH2:6][C:5](=[O:23])[NH:4]1.[C:24]([N:28]=[C:29]=[O:30])([CH3:27])([CH3:26])[CH3:25].C(N(C(C)C)CC)(C)C.Cl. Product: [C:24]([NH:28][C:29](=[O:30])[N:20]([CH2:19][C:15]1[CH:14]=[CH:13][CH:12]=[C:11]2[C:16]=1[C:17](=[O:18])[N:9]([CH:8]1[CH2:7][CH2:6][C:5](=[O:23])[NH:4][C:3]1=[O:2])[C:10]2=[O:22])[CH3:21])([CH3:27])([CH3:26])[CH3:25]. The catalyst class is: 34. (5) Reactant: [H-].[Na+].[CH3:3][C:4]1[CH:5]=[C:6]([OH:19])[CH:7]=[CH:8][C:9]=1[CH2:10][CH2:11][CH2:12][CH2:13][N:14]1[CH:18]=[CH:17][N:16]=[N:15]1.Cl[CH2:21][C:22]1[C:23]([CH3:35])=[N:24][C:25]([C:28]2[CH:33]=[CH:32][C:31]([F:34])=[CH:30][CH:29]=2)=[CH:26][CH:27]=1.O. Product: [F:34][C:31]1[CH:32]=[CH:33][C:28]([C:25]2[N:24]=[C:23]([CH3:35])[C:22]([CH2:21][O:19][C:6]3[CH:7]=[CH:8][C:9]([CH2:10][CH2:11][CH2:12][CH2:13][N:14]4[CH:18]=[CH:17][N:16]=[N:15]4)=[C:4]([CH3:3])[CH:5]=3)=[CH:27][CH:26]=2)=[CH:29][CH:30]=1. The catalyst class is: 9. (6) Reactant: CN(C)C=O.Cl[CH2:7][CH2:8][O:9][C:10]1[CH:19]=[C:18]2[C:13]([C:14]([O:20][C:21]3[C:22]([CH3:31])=[N:23][C:24]4[C:29]([CH:30]=3)=[CH:28][CH:27]=[CH:26][CH:25]=4)=[CH:15][CH:16]=[N:17]2)=[CH:12][C:11]=1[O:32][CH3:33].C(=O)([O-])[O-].[K+].[K+].[NH:40]1[CH2:45][CH2:44][CH:43]([C:46]([O:48][CH2:49][CH3:50])=[O:47])[CH2:42][CH2:41]1. Product: [CH3:33][O:32][C:11]1[CH:12]=[C:13]2[C:18](=[CH:19][C:10]=1[O:9][CH2:8][CH2:7][N:40]1[CH2:45][CH2:44][CH:43]([C:46]([O:48][CH2:49][CH3:50])=[O:47])[CH2:42][CH2:41]1)[N:17]=[CH:16][CH:15]=[C:14]2[O:20][C:21]1[C:22]([CH3:31])=[N:23][C:24]2[C:29]([CH:30]=1)=[CH:28][CH:27]=[CH:26][CH:25]=2. The catalyst class is: 6.